This data is from Experimentally validated miRNA-target interactions with 360,000+ pairs, plus equal number of negative samples. The task is: Binary Classification. Given a miRNA mature sequence and a target amino acid sequence, predict their likelihood of interaction. The miRNA is cel-miR-1019-5p with sequence GUGAGCAUUGUUCGAGUUUCAUUUU. The protein sequence of the target gene is MAEASSLGRQSPRVVSCLEHSLCPGEPGLQTTAVVSMGSGDHQFNLAEILSQNYSVRGECEEASRCPDKPKEELEKDFISQSNDMPFDELLALYGYEASDPISDRESEGGDVAPNLPDMTLDKEQIAKDLLSGEEEEETQSSADDLTPSVTSHEASDLFPNRSGSRFLADEDREPGSSASSDTEEDSLPANKCKKEIMVGPQFQADLSNLHLNRHCEKIYENEDQLLWDPSVLPEREVEEFLYRAVKRRWHEMAGPQLPEGEAVKDSEQALYELVKCNFNVEEALRRLRFNVKVIRDGLC.... Result: 0 (no interaction).